The task is: Predict the reaction yield, written as a fraction of the theoretical maximum amount of product (1.0 means a 100% yield; for example, 0.34 means a 34% yield).. This data is from Reaction yield outcomes from USPTO patents with 853,638 reactions. (1) The reactants are [O:1]([C:8]1[CH:9]=[C:10]([C:14]23[CH2:21][CH2:20][C:17]([CH2:22][CH2:23][CH:24]=[O:25])([CH2:18][CH2:19]2)[CH2:16][O:15]3)[CH:11]=[CH:12][CH:13]=1)[C:2]1[CH:7]=[CH:6][CH:5]=[CH:4][CH:3]=1.CC(C[AlH]CC(C)C)C. The catalyst is C(Cl)Cl. The product is [O:1]([C:8]1[CH:9]=[C:10]([C:14]23[CH2:21][CH2:20][C:17]([CH2:22][CH2:23][CH2:24][OH:25])([CH2:18][CH2:19]2)[CH2:16][O:15]3)[CH:11]=[CH:12][CH:13]=1)[C:2]1[CH:7]=[CH:6][CH:5]=[CH:4][CH:3]=1. The yield is 0.990. (2) The reactants are Br[CH2:2][C:3](=O)[C:4]([O:6][CH2:7][CH3:8])=[O:5].[I:10][C:11]1[CH:12]=[CH:13][C:14]([NH2:17])=[N:15][CH:16]=1. The catalyst is CN(C=O)C.O. The product is [CH2:7]([O:6][C:4]([C:3]1[N:17]=[C:14]2[CH:13]=[CH:12][C:11]([I:10])=[CH:16][N:15]2[CH:2]=1)=[O:5])[CH3:8]. The yield is 0.578.